Dataset: Serine/threonine kinase 33 screen with 319,792 compounds. Task: Binary Classification. Given a drug SMILES string, predict its activity (active/inactive) in a high-throughput screening assay against a specified biological target. (1) The compound is o1c(C(=O)Nc2c(N3CCCCC3)cccc2)ccc1. The result is 0 (inactive). (2) The compound is Clc1ccc(NC(=S)NNC(=O)Cc2ccccc2)cc1. The result is 0 (inactive). (3) The compound is Clc1c(N2CCN(CC2)C(=O)c2ccc(Cl)cc2)cnn(c1=O)C. The result is 0 (inactive). (4) The drug is FC(F)(CCCOC(=O)CCC(=O)NC1CCCCC1)C(F)(F)F. The result is 0 (inactive). (5) The drug is O(C(=O)C(NC(=O)C(NC(=O)c1ccc(C(C)(C)C)cc1)C)Cc1ccc(O)cc1)C. The result is 0 (inactive). (6) The compound is S(c1n(Cc2ccc(F)cc2)c(cn1)CO)CC(=O)Nc1c(OC)cccc1. The result is 0 (inactive). (7) The drug is O=C(NC1CCN(CC1)Cc1ccccc1)Nc1c(OC)ccc(c1)C. The result is 0 (inactive). (8) The drug is S=C(NNC(=O)CC(C)C)NCC. The result is 0 (inactive). (9) The drug is S(Cc1nc(oc1C)c1ccc(OCC)cc1)CC(=O)NCc1occc1. The result is 0 (inactive).